From a dataset of Forward reaction prediction with 1.9M reactions from USPTO patents (1976-2016). Predict the product of the given reaction. Given the reactants [CH3:1][O:2][C:3]1[CH:4]=[C:5]2[C:10](=[CH:11][CH:12]=1)[CH:9]=[C:8]([C@H:13]([CH3:17])[C:14]([OH:16])=[O:15])[CH:7]=[CH:6]2.[OH:18][CH2:19][C:20]([N+:25]([O-:27])=[O:26])([CH2:23]O)[CH2:21][OH:22].Cl.CN(C)CCCN=C=NCC.N(C(C)C)(C(C)C)CC, predict the reaction product. The product is: [CH3:1][O:2][C:3]1[CH:4]=[C:5]2[C:10](=[CH:11][CH:12]=1)[CH:9]=[C:8]([C@H:13]([CH3:17])[C:14]([O:16][CH2:23][C:20]([CH2:21][OH:22])([N+:25]([O-:27])=[O:26])[CH2:19][OH:18])=[O:15])[CH:7]=[CH:6]2.